This data is from Forward reaction prediction with 1.9M reactions from USPTO patents (1976-2016). The task is: Predict the product of the given reaction. (1) The product is: [ClH:28].[ClH:28].[N:13]1([C:10]2[CH:11]=[N:12][C:7]([N:1]3[CH2:2][CH2:3][O:4][CH2:5][CH2:6]3)=[N:8][CH:9]=2)[CH2:18][CH2:17][NH:16][CH2:15][CH2:14]1. Given the reactants [N:1]1([C:7]2[N:12]=[CH:11][C:10]([N:13]3[CH2:18][CH2:17][N:16](C(OC(C)(C)C)=O)[CH2:15][CH2:14]3)=[CH:9][N:8]=2)[CH2:6][CH2:5][O:4][CH2:3][CH2:2]1.CO.[ClH:28].CCOC(C)=O, predict the reaction product. (2) Given the reactants [CH:1]1([C:4]2[O:8][N:7]=[C:6]([C:9]3[CH:14]=[CH:13][CH:12]=[CH:11][C:10]=3[O:15][C:16]([F:19])([F:18])[F:17])[C:5]=2[CH2:20][O:21][CH:22]2[CH2:28][CH:27]3[N:29]([C:30]4[CH:42]=[CH:41][C:33]5[C:34]([C:37]([O:39]C)=[O:38])=[N:35][S:36][C:32]=5[CH:31]=4)[CH:24]([CH2:25][CH2:26]3)[CH2:23]2)[CH2:3][CH2:2]1.[Li+].[OH-], predict the reaction product. The product is: [CH:1]1([C:4]2[O:8][N:7]=[C:6]([C:9]3[CH:14]=[CH:13][CH:12]=[CH:11][C:10]=3[O:15][C:16]([F:17])([F:19])[F:18])[C:5]=2[CH2:20][O:21][CH:22]2[CH2:28][CH:27]3[N:29]([C:30]4[CH:42]=[CH:41][C:33]5[C:34]([C:37]([OH:39])=[O:38])=[N:35][S:36][C:32]=5[CH:31]=4)[CH:24]([CH2:25][CH2:26]3)[CH2:23]2)[CH2:3][CH2:2]1. (3) Given the reactants Cl[C:2]1[C:3]([N+:9]([O-:11])=[O:10])=[C:4]([CH:6]=[CH:7][CH:8]=1)[NH2:5].[SH:12][CH2:13][CH2:14][OH:15].C(=O)([O-])[O-].[K+].[K+], predict the reaction product. The product is: [NH2:5][C:4]1[C:3]([N+:9]([O-:11])=[O:10])=[C:2]([S:12][CH2:13][CH2:14][OH:15])[CH:8]=[CH:7][CH:6]=1. (4) Given the reactants [CH2:1]([O:8][C:9]([C:11]1[CH:20]=[C:19]([O:21][CH2:22][C:23]2[CH:28]=[CH:27][CH:26]=[CH:25][CH:24]=2)[C:18]2[C:13](=[C:14]([O:30][CH2:31][C:32]3[CH:37]=[CH:36][CH:35]=[CH:34][CH:33]=3)[C:15](Br)=[CH:16][CH:17]=2)[N:12]=1)=[O:10])[C:2]1[CH:7]=[CH:6][CH:5]=[CH:4][CH:3]=1.[C:38]1(C#C)[CH:43]=[CH:42][CH:41]=[CH:40][CH:39]=1.C#CCCCC, predict the reaction product. The product is: [CH2:1]([O:8][C:9]([C:11]1[CH:20]=[C:19]([O:21][CH2:22][C:23]2[CH:28]=[CH:27][CH:26]=[CH:25][CH:24]=2)[C:18]2[C:13](=[C:14]([O:30][CH2:31][C:32]3[CH:37]=[CH:36][CH:35]=[CH:34][CH:33]=3)[C:15]([C:43]#[C:38][CH2:39][CH2:40][CH2:41][CH3:42])=[CH:16][CH:17]=2)[N:12]=1)=[O:10])[C:2]1[CH:7]=[CH:6][CH:5]=[CH:4][CH:3]=1.